Dataset: Forward reaction prediction with 1.9M reactions from USPTO patents (1976-2016). Task: Predict the product of the given reaction. (1) Given the reactants [Cl:1][C:2]1[CH:7]=[CH:6][C:5]([CH:8]([C:10]2[CH:14]=[C:13]([C:15]3[CH:20]=[CH:19][N:18]=[C:17](F)[CH:16]=3)[S:12][C:11]=2[C:22]2[N:26]=[CH:25][N:24](C3CCCCO3)[N:23]=2)[OH:9])=[CH:4][CH:3]=1.[CH2:33]([CH2:35][NH2:36])[OH:34].C(N(CC)C(C)C)(C)C.CS(C)=O.O1CCOCC1.Cl, predict the reaction product. The product is: [Cl:1][C:2]1[CH:7]=[CH:6][C:5]([CH:8]([OH:9])[C:10]2[CH:14]=[C:13]([C:15]3[CH:20]=[CH:19][N:18]=[C:17]([NH:36][CH2:35][CH2:33][OH:34])[CH:16]=3)[S:12][C:11]=2[C:22]2[NH:26][CH:25]=[N:24][N:23]=2)=[CH:4][CH:3]=1. (2) The product is: [Cl:16][C:6]1[C:14]([CH3:15])=[CH:13][CH:12]=[CH:11][C:7]=1[C:8]([OH:10])=[O:9]. Given the reactants N([O-])=O.[Na+].N[C:6]1[C:14]([CH3:15])=[CH:13][CH:12]=[CH:11][C:7]=1[C:8]([OH:10])=[O:9].[ClH:16], predict the reaction product. (3) Given the reactants [CH2:1]([N:5]([CH3:24])[C:6]([C:8]1[CH:9]=[C:10]([C:21](O)=[O:22])[CH:11]=[C:12]([C:14]2[CH:19]=[CH:18][C:17]([CH3:20])=[CH:16][CH:15]=2)[CH:13]=1)=[O:7])[CH:2]([CH3:4])[CH3:3].Cl.CN(C)CCCN=C=NCC.O.ON1C2C=CC=CC=2N=N1.[N:48]1[CH:49]=[CH:50][N:51]2[CH:56]=[CH:55][C:54]([CH2:57][NH2:58])=[CH:53][C:52]=12.C(N(CC)C(C)C)(C)C, predict the reaction product. The product is: [N:48]1[CH:49]=[CH:50][N:51]2[CH:56]=[CH:55][C:54]([CH2:57][NH:58][C:21]([C:10]3[CH:11]=[C:12]([C:14]4[CH:15]=[CH:16][C:17]([CH3:20])=[CH:18][CH:19]=4)[CH:13]=[C:8]([C:6]([N:5]([CH2:1][CH:2]([CH3:4])[CH3:3])[CH3:24])=[O:7])[CH:9]=3)=[O:22])=[CH:53][C:52]=12. (4) Given the reactants [Cl:1][C:2]1[CH:7]=[C:6]([C:8]2[CH:13]=[CH:12][C:11]([Cl:14])=[CH:10][CH:9]=2)[CH:5]=[C:4]([O:15][CH3:16])[C:3]=1[C:17]1[C:18](=[O:27])[CH:19]([CH2:24][C:25]#[CH:26])[CH2:20][C:21]=1[O:22]C.ClCCl, predict the reaction product. The product is: [Cl:1][C:2]1[CH:7]=[C:6]([C:8]2[CH:9]=[CH:10][C:11]([Cl:14])=[CH:12][CH:13]=2)[CH:5]=[C:4]([O:15][CH3:16])[C:3]=1[CH:17]1[C:18](=[O:27])[CH:19]([CH2:24][C:25]#[CH:26])[CH2:20][C:21]1=[O:22]. (5) Given the reactants [C:1](=[O:4])([O-:3])[O-:2].[Na+:5].[Na+].[O-][Si]([O-])=O.[Na+].[Na+].[OH:13][OH:14].S([O-])([O-])(=O)=O.[Mg+2], predict the reaction product. The product is: [C:1]([O-:4])([O-:3])=[O:2].[C:1]([O-:4])([O-:3])=[O:2].[OH:13][OH:14].[OH:13][OH:14].[OH:13][OH:14].[Na+:5].[Na+:5].[Na+:5].[Na+:5]. (6) Given the reactants [CH:1]([C@H:14]1[N:19]2[CH2:20][CH2:21][NH:22][CH2:23][C@H:18]2[CH2:17][N:16](C(OC(C)(C)C)=O)[CH2:15]1)([C:8]1[CH:13]=[CH:12][CH:11]=[CH:10][CH:9]=1)[C:2]1[CH:7]=[CH:6][CH:5]=[CH:4][CH:3]=1.[CH3:31][O:32][CH2:33][C:34]([Cl:36])=[O:35], predict the reaction product. The product is: [ClH:36].[ClH:36].[CH:1]([C@H:14]1[N:19]2[CH2:20][CH2:21][N:22]([C:34](=[O:35])[CH2:33][O:32][CH3:31])[CH2:23][C@H:18]2[CH2:17][NH:16][CH2:15]1)([C:2]1[CH:3]=[CH:4][CH:5]=[CH:6][CH:7]=1)[C:8]1[CH:13]=[CH:12][CH:11]=[CH:10][CH:9]=1. (7) Given the reactants [C:1]([O:5][C:6]([N:8]1[CH:13]([C:14]2[NH:15][C:16]([C:19]3[CH:24]=[CH:23][C:22](B4OC(C)(C)C(C)(C)O4)=[CH:21][CH:20]=3)=[CH:17][N:18]=2)[CH:12]2[CH2:34][CH:9]1[CH2:10][CH2:11]2)=[O:7])([CH3:4])([CH3:3])[CH3:2].[C:35]([O:39][C:40]([N:42]1[CH:47]([C:48]2[NH:49][C:50]([C:53]3[CH:58]=[CH:57][C:56](Br)=[CH:55][CH:54]=3)=[CH:51][N:52]=2)[CH2:46][CH:45]2[CH:43]1[CH2:44]2)=[O:41])([CH3:38])([CH3:37])[CH3:36].P([O-])([O-])([O-])=O.[K+].[K+].[K+], predict the reaction product. The product is: [C:1]([O:5][C:6]([N:8]1[CH:13]([C:14]2[NH:15][C:16]([C:19]3[CH:24]=[CH:23][C:22]([C:56]4[CH:55]=[CH:54][C:53]([C:50]5[NH:49][C:48]([CH:47]6[CH2:46][CH:45]7[CH:43]([CH2:44]7)[N:42]6[C:40]([O:39][C:35]([CH3:37])([CH3:36])[CH3:38])=[O:41])=[N:52][CH:51]=5)=[CH:58][CH:57]=4)=[CH:21][CH:20]=3)=[CH:17][N:18]=2)[CH:12]2[CH2:34][CH:9]1[CH2:10][CH2:11]2)=[O:7])([CH3:4])([CH3:2])[CH3:3]. (8) Given the reactants [CH3:1][C:2]1[CH:3]=[CH:4][CH:5]=[C:6]2[C:10]=1[NH:9][C:8](=[O:11])[C:7]2=O.O.NN, predict the reaction product. The product is: [CH3:1][C:2]1[CH:3]=[CH:4][CH:5]=[C:6]2[C:10]=1[NH:9][C:8](=[O:11])[CH2:7]2.